Regression. Given a peptide amino acid sequence and an MHC pseudo amino acid sequence, predict their binding affinity value. This is MHC class I binding data. From a dataset of Peptide-MHC class I binding affinity with 185,985 pairs from IEDB/IMGT. (1) The peptide sequence is VSYAAAAAY. The MHC is SLA-10701 with pseudo-sequence SLA-10701. The binding affinity (normalized) is 0.710. (2) The binding affinity (normalized) is 0. The peptide sequence is LSGIFSNP. The MHC is H-2-Db with pseudo-sequence H-2-Db. (3) The peptide sequence is FLLPILSQIYT. The MHC is HLA-A25:01 with pseudo-sequence HLA-A25:01. The binding affinity (normalized) is 0.0847. (4) The peptide sequence is LPAALAFHL. The MHC is HLA-B07:02 with pseudo-sequence HLA-B07:02. The binding affinity (normalized) is 0.604. (5) The peptide sequence is YKEPNSIIL. The MHC is HLA-B08:01 with pseudo-sequence HLA-B08:01. The binding affinity (normalized) is 0.0847. (6) The peptide sequence is YFTFDLTAL. The MHC is HLA-B40:01 with pseudo-sequence HLA-B40:01. The binding affinity (normalized) is 0.0847.